This data is from Catalyst prediction with 721,799 reactions and 888 catalyst types from USPTO. The task is: Predict which catalyst facilitates the given reaction. (1) Reactant: [I:1][C:2]1[CH:3]=[C:4]([OH:8])[CH:5]=[CH:6][CH:7]=1.[OH-].[Na+].Br[CH2:12][CH2:13][O:14][Si:15]([C:18]([CH3:21])([CH3:20])[CH3:19])([CH3:17])[CH3:16]. Product: [C:18]([Si:15]([O:14][CH2:13][CH2:12][O:8][C:4]1[CH:5]=[CH:6][CH:7]=[C:2]([I:1])[CH:3]=1)([CH3:17])[CH3:16])([CH3:21])([CH3:20])[CH3:19]. The catalyst class is: 163. (2) Reactant: C(Cl)Cl.[CH2:4]([N:6]([CH2:9]C)[CH2:7][CH3:8])C.[C:11]([O:15][C:16](=[O:34])[NH:17][S:18](=[O:33])(=[O:32])[NH:19][C@@H:20]1[CH2:25][C@@H:24](C(=O)N(C)C)C[CH2:22][C@H:21]1O)([CH3:14])([CH3:13])[CH3:12].CS(Cl)(=O)=[O:37]. Product: [CH3:9][N:6]([CH3:4])[C:7]([C@@H:8]1[CH2:24][C@H:25]2[N:17]([C:16]([O:15][C:11]([CH3:14])([CH3:13])[CH3:12])=[O:34])[S:18](=[O:33])(=[O:32])[NH:19][C@H:20]2[CH2:21][CH2:22]1)=[O:37]. The catalyst class is: 6.